From a dataset of Catalyst prediction with 721,799 reactions and 888 catalyst types from USPTO. Predict which catalyst facilitates the given reaction. (1) Reactant: [CH3:1][C:2]1[NH:3][C:4]2[CH:5]=[CH:6][CH:7]=[C:8]([C:11]#[N:12])[C:9]=2[CH:10]=1. Product: [CH3:1][C:2]1[NH:3][C:4]2[C:9]([CH:10]=1)=[C:8]([CH2:11][NH2:12])[CH:7]=[CH:6][CH:5]=2. The catalyst class is: 834. (2) Reactant: [Cl:1][C:2]1[CH:7]=[CH:6][C:5]([S:8]([N:11]([C:15]2[C:16]([C:22]([N:24]3[C:29]4[CH:30]=[CH:31][CH:32]=[CH:33][C:28]=4[O:27][CH2:26][CH2:25]3)=[O:23])=[N:17][CH:18]=[C:19]([Cl:21])[CH:20]=2)COC)(=[O:10])=[O:9])=[CH:4][C:3]=1[C:34]([F:37])([F:36])[F:35]. Product: [Cl:1][C:2]1[CH:7]=[CH:6][C:5]([S:8]([NH:11][C:15]2[C:16]([C:22]([N:24]3[C:29]4[CH:30]=[CH:31][CH:32]=[CH:33][C:28]=4[O:27][CH2:26][CH2:25]3)=[O:23])=[N:17][CH:18]=[C:19]([Cl:21])[CH:20]=2)(=[O:9])=[O:10])=[CH:4][C:3]=1[C:34]([F:36])([F:37])[F:35]. The catalyst class is: 126. (3) Reactant: [CH3:1][C:2]1[C:6]([CH2:7][C:8]([OH:10])=O)=[C:5]([CH3:11])[N:4]([C:12]2[CH:17]=[CH:16][CH:15]=[CH:14][CH:13]=2)[N:3]=1.CCN=C=NCCCN(C)C.Cl.ON1C2C=CC=CC=2N=N1.C(N1CCOCC1)C.[F:48][C:49]1[CH:50]=[C:51]([CH2:56][NH2:57])[CH:52]=[CH:53][C:54]=1[F:55]. Product: [F:48][C:49]1[CH:50]=[C:51]([CH2:56][NH:57][C:8](=[O:10])[CH2:7][C:6]2[C:2]([CH3:1])=[N:3][N:4]([C:12]3[CH:17]=[CH:16][CH:15]=[CH:14][CH:13]=3)[C:5]=2[CH3:11])[CH:52]=[CH:53][C:54]=1[F:55]. The catalyst class is: 4. (4) Reactant: [F:1][C:2]([F:12])([F:11])[C:3](=[O:10])[CH2:4][C:5]([O:7][CH2:8][CH3:9])=[O:6].[C:13]([N:20]1[CH2:25][CH2:24][CH:23]([CH:26]=O)[CH2:22][CH2:21]1)([O:15][C:16]([CH3:19])([CH3:18])[CH3:17])=[O:14].N1CCCCC1.CC(O)=O. Product: [CH2:8]([O:7][C:5]([C:4]([C:3](=[O:10])[C:2]([F:11])([F:12])[F:1])=[CH:26][CH:23]1[CH2:24][CH2:25][N:20]([C:13]([O:15][C:16]([CH3:17])([CH3:19])[CH3:18])=[O:14])[CH2:21][CH2:22]1)=[O:6])[CH3:9]. The catalyst class is: 41. (5) Reactant: [OH:1][C:2]1[CH:7]=[C:6]([O:8][CH3:9])[CH:5]=[CH:4][C:3]=1[C:10]([C:12]1[CH:17]=[CH:16][C:15]([O:18][CH2:19][C:20]2[N:21]=[C:22]([C:26]3[CH:31]=[CH:30][CH:29]=[CH:28][CH:27]=3)[O:23][C:24]=2[CH3:25])=[CH:14][CH:13]=1)=[O:11].Br[C:33]([F:40])([F:39])[C:34]([O:36]CC)=[O:35].C(=O)([O-])[O-].[K+].[K+].CN(C)C=O. Product: [F:39][C:33]([F:40])([O:1][C:2]1[CH:7]=[C:6]([O:8][CH3:9])[CH:5]=[CH:4][C:3]=1[C:10](=[O:11])[C:12]1[CH:13]=[CH:14][C:15]([O:18][CH2:19][C:20]2[N:21]=[C:22]([C:26]3[CH:27]=[CH:28][CH:29]=[CH:30][CH:31]=3)[O:23][C:24]=2[CH3:25])=[CH:16][CH:17]=1)[C:34]([OH:36])=[O:35]. The catalyst class is: 6. (6) Reactant: [Cl:1][C:2]1[CH:3]=[CH:4][C:5]2[N:11]([CH2:12][C:13]([CH3:17])([CH3:16])[CH2:14][OH:15])[C:10](=[O:18])[C@@H:9]([CH2:19][C:20]([NH:22][C:23]3[CH:24]=[C:25]([CH:29]=[CH:30][C:31]=3[O:32][CH3:33])[C:26]([OH:28])=[O:27])=[O:21])[O:8][C@H:7]([C:34]3[CH:39]=[CH:38][CH:37]=[C:36]([O:40][CH3:41])[C:35]=3[O:42][CH3:43])[C:6]=2[CH:44]=1.N1C=CC=CC=1.[C:51](OCC)(=[O:53])[CH3:52].C(Cl)(=O)C. Product: [C:51]([O:15][CH2:14][C:13]([CH3:16])([CH3:17])[CH2:12][N:11]1[C:5]2[CH:4]=[CH:3][C:2]([Cl:1])=[CH:44][C:6]=2[C@@H:7]([C:34]2[CH:39]=[CH:38][CH:37]=[C:36]([O:40][CH3:41])[C:35]=2[O:42][CH3:43])[O:8][C@H:9]([CH2:19][C:20]([NH:22][C:23]2[CH:24]=[C:25]([CH:29]=[CH:30][C:31]=2[O:32][CH3:33])[C:26]([OH:28])=[O:27])=[O:21])[C:10]1=[O:18])(=[O:53])[CH3:52]. The catalyst class is: 6.